The task is: Predict the reaction yield, written as a fraction of the theoretical maximum amount of product (1.0 means a 100% yield; for example, 0.34 means a 34% yield).. This data is from Reaction yield outcomes from USPTO patents with 853,638 reactions. (1) The catalyst is C(OCC)(=O)C. The product is [CH2:8]([C:6]1[CH:7]=[C:2]([N:1]2[CH2:28][CH2:27][O:26][CH2:25][CH2:24]2)[CH:3]=[C:4]([CH2:21][CH3:22])[C:5]=1[NH:10][S:11]([C:14]1[CH:19]=[CH:18][C:17]([CH3:20])=[CH:16][CH:15]=1)(=[O:13])=[O:12])[CH3:9]. The reactants are [NH2:1][C:2]1[CH:7]=[C:6]([CH2:8][CH3:9])[C:5]([NH:10][S:11]([C:14]2[CH:19]=[CH:18][C:17]([CH3:20])=[CH:16][CH:15]=2)(=[O:13])=[O:12])=[C:4]([CH2:21][CH3:22])[CH:3]=1.Br[CH2:24][CH2:25][O:26][CH2:27][CH2:28]Br.C(N(CC)C(C)C)(C)C.CN1CCCC1. The yield is 0.910. (2) The reactants are [CH3:1][N:2]([CH2:10][CH2:11][N:12]1[CH2:17][CH2:16][S:15][C:14]2[CH:18]=[CH:19][C:20]([NH:22][C:23]([C:25]3[S:26][CH:27]=[CH:28][CH:29]=3)=[NH:24])=[CH:21][C:13]1=2)C(=O)OC(C)(C)C.Cl.[OH-].[Na+]. The catalyst is CO.O. The product is [CH3:1][NH:2][CH2:10][CH2:11][N:12]1[CH2:17][CH2:16][S:15][C:14]2[CH:18]=[CH:19][C:20]([NH:22][C:23]([C:25]3[S:26][CH:27]=[CH:28][CH:29]=3)=[NH:24])=[CH:21][C:13]1=2. The yield is 0.517. (3) The reactants are [Br:1][C:2]1[CH:3]=[C:4]([C:8]([C:16]2[CH:21]=[C:20]([Cl:22])[CH:19]=[C:18]([F:23])[C:17]=2[C:24]#[N:25])=[N:9]S(C(C)(C)C)=O)[CH:5]=[CH:6][CH:7]=1.Br[C:27]1[CH:32]=[CH:31][N:30]=[C:29]([CH3:33])[CH:28]=1. No catalyst specified. The product is [Br:1][C:2]1[CH:3]=[C:4]([C:8]2([C:27]3[CH:32]=[CH:31][N:30]=[C:29]([CH3:33])[CH:28]=3)[C:16]3[C:17](=[C:18]([F:23])[CH:19]=[C:20]([Cl:22])[CH:21]=3)[C:24]([NH2:25])=[N:9]2)[CH:5]=[CH:6][CH:7]=1. The yield is 0.830. (4) The reactants are [CH3:1][O:2][C:3]1[CH:12]=[C:11]([CH3:13])[C:10]2[NH:9][C:8](=[O:14])[C:7]3[S:15][CH:16]=[CH:17][C:6]=3[C:5]=2[C:4]=1[C:18]1[CH:23]=[CH:22][C:21]([C@@H:24]([CH2:34][CH3:35])[CH2:25][NH:26]C(=O)OC(C)(C)C)=[CH:20][CH:19]=1.Cl. The catalyst is CCOCC. The product is [NH2:26][CH2:25][C@@H:24]([C:21]1[CH:20]=[CH:19][C:18]([C:4]2[C:5]3[C:6]4[CH:17]=[CH:16][S:15][C:7]=4[C:8](=[O:14])[NH:9][C:10]=3[C:11]([CH3:13])=[CH:12][C:3]=2[O:2][CH3:1])=[CH:23][CH:22]=1)[CH2:34][CH3:35]. The yield is 0.940.